This data is from Peptide-MHC class I binding affinity with 185,985 pairs from IEDB/IMGT. The task is: Regression. Given a peptide amino acid sequence and an MHC pseudo amino acid sequence, predict their binding affinity value. This is MHC class I binding data. (1) The peptide sequence is FPVRPQVPW. The MHC is HLA-B07:02 with pseudo-sequence HLA-B07:02. The binding affinity (normalized) is 0.460. (2) The peptide sequence is VSLKKTNDK. The MHC is HLA-A03:01 with pseudo-sequence HLA-A03:01. The binding affinity (normalized) is 0.514. (3) The peptide sequence is RIKSVLDII. The MHC is HLA-A02:02 with pseudo-sequence HLA-A02:02. The binding affinity (normalized) is 0.565. (4) The MHC is HLA-A31:01 with pseudo-sequence HLA-A31:01. The binding affinity (normalized) is 0.0847. The peptide sequence is SPREECGVF. (5) The peptide sequence is RQRHYFDSA. The MHC is HLA-B07:02 with pseudo-sequence HLA-B07:02. The binding affinity (normalized) is 0.213. (6) The peptide sequence is CYGVSATKL. The MHC is HLA-A24:02 with pseudo-sequence HLA-A24:02. The binding affinity (normalized) is 0.0347. (7) The peptide sequence is WTEHRQVRY. The MHC is HLA-A03:01 with pseudo-sequence HLA-A03:01. The binding affinity (normalized) is 0.0847. (8) The peptide sequence is YQAFRTKVH. The MHC is HLA-B39:01 with pseudo-sequence HLA-B39:01. The binding affinity (normalized) is 0.0847. (9) The peptide sequence is RRIFDLIEL. The MHC is HLA-B40:02 with pseudo-sequence HLA-B40:02. The binding affinity (normalized) is 0.390. (10) The peptide sequence is AASKVKANLL. The MHC is Patr-B0101 with pseudo-sequence Patr-B0101. The binding affinity (normalized) is 0.0504.